Dataset: Forward reaction prediction with 1.9M reactions from USPTO patents (1976-2016). Task: Predict the product of the given reaction. (1) Given the reactants [C:1]([O:5][C:6]([N:8]1[CH2:13][CH2:12][CH:11]([O:14][C:15]2[CH:20]=[CH:19][C:18]([CH2:21][N:22]3[CH2:27][CH2:26][NH:25][CH2:24][CH2:23]3)=[CH:17][CH:16]=2)[CH2:10][CH2:9]1)=[O:7])([CH3:4])([CH3:3])[CH3:2].[C:28](Cl)(=[O:35])[C:29]1[CH:34]=[CH:33][CH:32]=[CH:31][CH:30]=1, predict the reaction product. The product is: [C:1]([O:5][C:6]([N:8]1[CH2:13][CH2:12][CH:11]([O:14][C:15]2[CH:20]=[CH:19][C:18]([CH2:21][N:22]3[CH2:27][CH2:26][N:25]([C:28]([C:29]4[CH:34]=[CH:33][CH:32]=[CH:31][CH:30]=4)=[O:35])[CH2:24][CH2:23]3)=[CH:17][CH:16]=2)[CH2:10][CH2:9]1)=[O:7])([CH3:4])([CH3:2])[CH3:3]. (2) Given the reactants [CH2:1]([C:3]1([OH:29])[C:26]2[CH:25]=[C:24]3[N:10]([CH2:11][C:12]4[C:13]3=[N:14][C:15]3[CH:16]=[C:17]([F:23])[C:18]([F:22])=[CH:19][C:20]=3[CH:21]=4)[C:9](=[O:27])[C:8]=2[CH2:7][O:6][C:5](=[O:28])[CH2:4]1)[CH3:2].[C:30]([NH:37][CH2:38][C:39](O)=[O:40])([O:32][C:33]([CH3:36])([CH3:35])[CH3:34])=[O:31].C1(N=C=NC2CCCCC2)CCCCC1, predict the reaction product. The product is: [C:33]([O:32][C:30]([NH:37][CH2:38][C:39]([O:29][C:3]1([CH2:1][CH3:2])[C:26]2[CH:25]=[C:24]3[N:10]([CH2:11][C:12]4[C:13]3=[N:14][C:15]3[CH:16]=[C:17]([F:23])[C:18]([F:22])=[CH:19][C:20]=3[CH:21]=4)[C:9](=[O:27])[C:8]=2[CH2:7][O:6][C:5](=[O:28])[CH2:4]1)=[O:40])=[O:31])([CH3:36])([CH3:35])[CH3:34]. (3) Given the reactants Cl.Cl.[CH3:3][C:4]1([CH2:10][C:11]([N:13]2[CH2:33][CH2:32][C:16]3([CH:18]([CH2:19][NH:20][C:21]([N:23]4[CH2:31][C:30]5[CH:29]=[CH:28][N:27]=[CH:26][C:25]=5[CH2:24]4)=[O:22])[CH2:17]3)[CH2:15][CH2:14]2)=[O:12])[CH2:9][CH2:8][NH:7][CH2:6][CH2:5]1.FC(F)(F)S(O[CH2:40][C:41]([F:44])([F:43])[F:42])(=O)=O.CCN(C(C)C)C(C)C, predict the reaction product. The product is: [CH3:3][C:4]1([CH2:10][C:11]([N:13]2[CH2:14][CH2:15][C:16]3([CH:18]([CH2:19][NH:20][C:21]([N:23]4[CH2:31][C:30]5[CH:29]=[CH:28][N:27]=[CH:26][C:25]=5[CH2:24]4)=[O:22])[CH2:17]3)[CH2:32][CH2:33]2)=[O:12])[CH2:5][CH2:6][N:7]([CH2:40][C:41]([F:44])([F:43])[F:42])[CH2:8][CH2:9]1. (4) Given the reactants [CH:1]1([CH:7]([NH:25][C:26]2[CH:31]=[CH:30][C:29]([C:32]([N:34]([CH3:42])[CH2:35][CH2:36][C:37]([O:39]CC)=[O:38])=[O:33])=[CH:28][CH:27]=2)[C:8]2[O:9][C:10]3[CH:17]=[CH:16][C:15]([O:18][CH:19]4[CH2:24][CH2:23][O:22][CH2:21][CH2:20]4)=[CH:14][C:11]=3[C:12]=2[CH3:13])[CH2:6][CH2:5][CH2:4][CH2:3][CH2:2]1.[OH-].[Na+], predict the reaction product. The product is: [CH:1]1([CH:7]([NH:25][C:26]2[CH:27]=[CH:28][C:29]([C:32]([N:34]([CH3:42])[CH2:35][CH2:36][C:37]([OH:39])=[O:38])=[O:33])=[CH:30][CH:31]=2)[C:8]2[O:9][C:10]3[CH:17]=[CH:16][C:15]([O:18][CH:19]4[CH2:24][CH2:23][O:22][CH2:21][CH2:20]4)=[CH:14][C:11]=3[C:12]=2[CH3:13])[CH2:6][CH2:5][CH2:4][CH2:3][CH2:2]1. (5) Given the reactants [NH2:1][C:2]1[CH:3]=[CH:4][CH:5]=[C:6]2[C:11]=1[N:10]=[CH:9][CH:8]=[CH:7]2.C(N(CC)CC)C.[Cl:19][C:20]([Cl:25])([Cl:24])[C:21](Cl)=[O:22], predict the reaction product. The product is: [Cl:19][C:20]([Cl:25])([Cl:24])[C:21]([NH:1][C:2]1[CH:3]=[CH:4][CH:5]=[C:6]2[C:11]=1[N:10]=[CH:9][CH:8]=[CH:7]2)=[O:22].